This data is from Forward reaction prediction with 1.9M reactions from USPTO patents (1976-2016). The task is: Predict the product of the given reaction. (1) Given the reactants [C:1]([NH:9][CH2:10][CH:11]1[CH2:16][CH2:15][CH2:14][CH:13]([N:17]2[C:26]3[CH:25]=[CH:24][CH:23]=[C:22]([C:27](O)=[O:28])[C:21]=3[C:20]3=[N:30][O:31][C:32]([CH3:33])=[C:19]3[C:18]2=[O:34])[CH2:12]1)(=[O:8])[C:2]1[CH:7]=[CH:6][CH:5]=[CH:4][CH:3]=1.S(Cl)(Cl)=O.[BH4-].[Na+], predict the reaction product. The product is: [OH:28][CH2:27][C:22]1[C:21]2[C:20]3[C:19](=[C:32]([CH3:33])[O:31][N:30]=3)[C:18](=[O:34])[N:17]([CH:13]3[CH2:14][CH2:15][CH2:16][CH:11]([CH2:10][NH:9][C:1](=[O:8])[C:2]4[CH:7]=[CH:6][CH:5]=[CH:4][CH:3]=4)[CH2:12]3)[C:26]=2[CH:25]=[CH:24][CH:23]=1. (2) Given the reactants [NH2:1][C:2]1[CH:28]=[CH:27][C:5]2[N:6]=[C:7]([CH2:9][CH2:10][CH2:11][CH2:12][CH2:13][NH:14][C:15](=[O:26])[CH2:16][O:17][CH2:18][C:19]3[CH:24]=[CH:23][C:22]([F:25])=[CH:21][CH:20]=3)[S:8][C:4]=2[CH:3]=1.[CH3:29][O:30][C:31]1[CH:32]=[C:33]([S:39](Cl)(=[O:41])=[O:40])[CH:34]=[CH:35][C:36]=1[O:37][CH3:38], predict the reaction product. The product is: [CH3:29][O:30][C:31]1[CH:32]=[C:33]([S:39]([NH:1][C:2]2[CH:28]=[CH:27][C:5]3[N:6]=[C:7]([CH2:9][CH2:10][CH2:11][CH2:12][CH2:13][NH:14][C:15](=[O:26])[CH2:16][O:17][CH2:18][C:19]4[CH:20]=[CH:21][C:22]([F:25])=[CH:23][CH:24]=4)[S:8][C:4]=3[CH:3]=2)(=[O:40])=[O:41])[CH:34]=[CH:35][C:36]=1[O:37][CH3:38]. (3) Given the reactants Cl[C:2]1[CH:3]=[C:4]([NH:10][C:11]2[CH:16]=[CH:15][C:14]([S:17]([CH2:20][CH3:21])(=[O:19])=[O:18])=[CH:13][N:12]=2)[C:5](=[O:9])[N:6]([CH3:8])[N:7]=1.[C:22]([O:25][CH2:26][C:27]1[C:32](B2OC(C)(C)C(C)(C)O2)=[CH:31][CH:30]=[CH:29][C:28]=1[N:42]1[N:51]=[CH:50][C:49]2[C:44](=[C:45]([F:56])[CH:46]=[C:47]([C:52]([CH3:55])([CH3:54])[CH3:53])[CH:48]=2)[C:43]1=[O:57])(=[O:24])[CH3:23].C([O-])([O-])=O.[Cs+].[Cs+].O1CCOCC1, predict the reaction product. The product is: [C:52]([C:47]1[CH:48]=[C:49]2[C:44](=[C:45]([F:56])[CH:46]=1)[C:43](=[O:57])[N:42]([C:28]1[CH:29]=[CH:30][CH:31]=[C:32]([C:2]3[CH:3]=[C:4]([NH:10][C:11]4[CH:16]=[CH:15][C:14]([S:17]([CH2:20][CH3:21])(=[O:19])=[O:18])=[CH:13][N:12]=4)[C:5](=[O:9])[N:6]([CH3:8])[N:7]=3)[C:27]=1[CH2:26][O:25][C:22](=[O:24])[CH3:23])[N:51]=[CH:50]2)([CH3:53])([CH3:54])[CH3:55]. (4) Given the reactants C([O:8][C:9]1[C:10](=[O:37])[N:11]([CH3:36])[C:12]([CH:27]([OH:35])[CH2:28][C:29]2[CH:34]=[CH:33][CH:32]=[CH:31][CH:30]=2)=[C:13]([C:15]2[CH:16]=[C:17]([C:21]3[CH:26]=[CH:25][CH:24]=[CH:23][CH:22]=3)[CH:18]=[CH:19][CH:20]=2)[CH:14]=1)C1C=CC=CC=1, predict the reaction product. The product is: [C:17]1([C:21]2[CH:26]=[CH:25][CH:24]=[CH:23][CH:22]=2)[CH:18]=[CH:19][CH:20]=[C:15]([C:13]2[CH:14]=[C:9]([OH:8])[C:10](=[O:37])[N:11]([CH3:36])[C:12]=2[CH:27]([OH:35])[CH2:28][C:29]2[CH:34]=[CH:33][CH:32]=[CH:31][CH:30]=2)[CH:16]=1. (5) Given the reactants CO[C:3]([C:5]1[N:6]=[CH:7][C:8]2[C:9](=[O:23])[N:10]([CH2:16][C:17]3[CH:22]=[CH:21][CH:20]=[CH:19][CH:18]=3)[CH:11]=[CH:12][C:13]=2[C:14]=1[OH:15])=[O:4].[NH2:24][CH2:25][CH2:26][CH2:27][C:28]([OH:30])=[O:29].C[O-].[Na+], predict the reaction product. The product is: [CH2:16]([N:10]1[C:9](=[O:23])[C:8]2[CH:7]=[N:6][C:5]([C:3]([NH:24][CH2:25][CH2:26][CH2:27][C:28]([OH:30])=[O:29])=[O:4])=[C:14]([OH:15])[C:13]=2[CH:12]=[CH:11]1)[C:17]1[CH:18]=[CH:19][CH:20]=[CH:21][CH:22]=1. (6) Given the reactants [CH:1]1([N:7]([CH3:17])[C:8]2[N:13]=[CH:12][N:11]=[C:10]([C:14]([OH:16])=O)[CH:9]=2)[CH2:6][CH2:5][CH2:4][CH2:3][CH2:2]1.[NH2:18][C:19]1[CH:24]=[CH:23][C:22]([S:25]([NH:28][CH2:29][CH2:30][O:31][CH3:32])(=[O:27])=[O:26])=[CH:21][CH:20]=1, predict the reaction product. The product is: [CH:1]1([N:7]([CH3:17])[C:8]2[N:13]=[CH:12][N:11]=[C:10]([C:14]([NH:18][C:19]3[CH:24]=[CH:23][C:22]([S:25]([NH:28][CH2:29][CH2:30][O:31][CH3:32])(=[O:27])=[O:26])=[CH:21][CH:20]=3)=[O:16])[CH:9]=2)[CH2:2][CH2:3][CH2:4][CH2:5][CH2:6]1. (7) Given the reactants [F:1][C:2]1[CH:3]=[C:4]([CH:11]=[CH:12][C:13]=1[F:14])[CH:5]=[C:6]([CH3:10])[C:7]([OH:9])=[O:8], predict the reaction product. The product is: [F:1][C:2]1[CH:3]=[C:4]([CH:11]=[CH:12][C:13]=1[F:14])[CH2:5][CH:6]([CH3:10])[C:7]([OH:9])=[O:8]. (8) Given the reactants [O:1]=[C:2]1[CH2:11][CH2:10][C:9]2[C:4](=[CH:5][CH:6]=[N:7][CH:8]=2)[N:3]1[CH2:12][C:13]([OH:15])=O.[S:16]1[CH:20]=[C:19]([C:21]2[S:22][CH:23]=[CH:24][C:25]=2[NH2:26])[N:18]=[CH:17]1, predict the reaction product. The product is: [O:1]=[C:2]1[CH2:11][CH2:10][C:9]2[C:4](=[CH:5][CH:6]=[N:7][CH:8]=2)[N:3]1[CH2:12][C:13]([NH:26][C:25]1[CH:24]=[CH:23][S:22][C:21]=1[C:19]1[N:18]=[CH:17][S:16][CH:20]=1)=[O:15]. (9) Given the reactants [CH2:1]([O:8][C:9]1[CH:14]=[CH:13][C:12]([CH2:15][CH:16]([OH:22])[C:17]([O:19][CH2:20][CH3:21])=[O:18])=[CH:11][CH:10]=1)[C:2]1[CH:7]=[CH:6][CH:5]=[CH:4][CH:3]=1.Br[CH2:24][CH2:25][CH2:26][CH2:27][CH2:28][CH3:29], predict the reaction product. The product is: [CH2:1]([O:8][C:9]1[CH:14]=[CH:13][C:12]([CH2:15][CH:16]([O:22][CH2:24][CH2:25][CH2:26][CH2:27][CH2:28][CH3:29])[C:17]([O:19][CH2:20][CH3:21])=[O:18])=[CH:11][CH:10]=1)[C:2]1[CH:7]=[CH:6][CH:5]=[CH:4][CH:3]=1. (10) Given the reactants FC(F)(F)C(O)=O.[C:8]([C:10]1[CH:11]=[C:12]([C:20]2[O:24][N:23]=[C:22]([C:25]3[CH:26]=[CH:27][CH:28]=[C:29]4[C:33]=3[NH:32][CH:31]=[C:30]4[CH2:34][CH2:35][C:36]([O:38]C(C)(C)C)=[O:37])[N:21]=2)[CH:13]=[CH:14][C:15]=1[O:16][CH:17]([CH3:19])[CH3:18])#[N:9], predict the reaction product. The product is: [C:8]([C:10]1[CH:11]=[C:12]([C:20]2[O:24][N:23]=[C:22]([C:25]3[CH:26]=[CH:27][CH:28]=[C:29]4[C:33]=3[NH:32][CH:31]=[C:30]4[CH2:34][CH2:35][C:36]([OH:38])=[O:37])[N:21]=2)[CH:13]=[CH:14][C:15]=1[O:16][CH:17]([CH3:19])[CH3:18])#[N:9].